Predict the reactants needed to synthesize the given product. From a dataset of Full USPTO retrosynthesis dataset with 1.9M reactions from patents (1976-2016). Given the product [CH:1]1([CH2:4][N:5]2[C:10](=[O:11])[C:9]([CH2:12][N:31]3[C:27](=[O:37])[C:28]4=[CH:36][CH:35]=[CH:34][CH:33]=[C:29]4[C:30]3=[O:32])=[CH:8][C:7]([C:18]3[CH:23]=[CH:22][C:21]([O:24][CH3:25])=[C:20]([F:26])[CH:19]=3)=[N:6]2)[CH2:3][CH2:2]1, predict the reactants needed to synthesize it. The reactants are: [CH:1]1([CH2:4][N:5]2[C:10](=[O:11])[C:9]([CH2:12]OS(C)(=O)=O)=[CH:8][C:7]([C:18]3[CH:23]=[CH:22][C:21]([O:24][CH3:25])=[C:20]([F:26])[CH:19]=3)=[N:6]2)[CH2:3][CH2:2]1.[C:27]1(=[O:37])[NH:31][C:30](=[O:32])[C:29]2=[CH:33][CH:34]=[CH:35][CH:36]=[C:28]12.[K].O.